From a dataset of HIV replication inhibition screening data with 41,000+ compounds from the AIDS Antiviral Screen. Binary Classification. Given a drug SMILES string, predict its activity (active/inactive) in a high-throughput screening assay against a specified biological target. (1) The compound is NC(Cc1c[nH]cn1)C(=O)NC(Cc1ccc(O)c(O)c1)C(=O)NCC(=O)NC=Cc1c[nH]c2cc(Br)ccc12. The result is 0 (inactive). (2) The result is 0 (inactive). The drug is CC(=O)NCCCCNCCCNC(C)=O.Cl. (3) The drug is Cn1c2ccccc2c(=Nc2ccc(S(N)(=O)=O)cc2)c2ccccc21. The result is 0 (inactive).